Dataset: Full USPTO retrosynthesis dataset with 1.9M reactions from patents (1976-2016). Task: Predict the reactants needed to synthesize the given product. (1) Given the product [CH2:26]([N:17]1[C:18]2[C:19](=[N:20][CH:21]=[C:22]([C:24]#[N:25])[CH:23]=2)[N:15]([C:12]2[CH:13]=[CH:14][C:9]([OH:8])=[CH:10][CH:11]=2)[C:16]1=[O:28])[CH3:27], predict the reactants needed to synthesize it. The reactants are: C([O:8][C:9]1[CH:14]=[CH:13][C:12]([N:15]2[C:19]3=[N:20][CH:21]=[C:22]([C:24]#[N:25])[CH:23]=[C:18]3[N:17]([CH2:26][CH3:27])[C:16]2=[O:28])=[CH:11][CH:10]=1)C1C=CC=CC=1. (2) Given the product [F:1][C:2]1[CH:7]=[C:6]([F:8])[CH:5]=[CH:4][C:3]=1[N:9]1[C:13]([NH:14][C:16](=[O:17])[CH3:15])=[CH:12][CH:11]=[N:10]1, predict the reactants needed to synthesize it. The reactants are: [F:1][C:2]1[CH:7]=[C:6]([F:8])[CH:5]=[CH:4][C:3]=1[N:9]1[C:13]([NH2:14])=[CH:12][CH:11]=[N:10]1.[CH3:15][C:16](OC(C)=O)=[O:17].CCN(CC)CC.[OH-].[K+].Cl. (3) Given the product [N+:1]([C:4]1[CH:5]=[CH:6][C:7]([N:11]2[CH2:16][CH2:15][CH:14]([C:17]([NH2:19])=[O:18])[CH2:13][CH2:12]2)=[N:8][CH:9]=1)([O-:3])=[O:2], predict the reactants needed to synthesize it. The reactants are: [N+:1]([C:4]1[CH:5]=[CH:6][C:7](Cl)=[N:8][CH:9]=1)([O-:3])=[O:2].[NH:11]1[CH2:16][CH2:15][CH:14]([C:17]([NH2:19])=[O:18])[CH2:13][CH2:12]1.C(=O)([O-])[O-].[K+].[K+]. (4) Given the product [S:15]1[CH2:14][CH2:13][NH:12][CH:7]1[C:6]1[CH:9]=[CH:10][C:3]([C:1]#[N:2])=[CH:4][CH:5]=1, predict the reactants needed to synthesize it. The reactants are: [C:1]([C:3]1[CH:10]=[CH:9][C:6]([CH:7]=O)=[CH:5][CH:4]=1)#[N:2].Cl.[NH2:12][CH2:13][CH2:14][SH:15].C(Cl)(Cl)Cl. (5) Given the product [O:16]=[C:12]1[C:13]2[C:9](=[CH:8][C:7]([C:5]#[N:2])=[CH:15][CH:14]=2)[CH2:10][CH2:11]1, predict the reactants needed to synthesize it. The reactants are: C[N:2]([CH3:5])C=O.Br[C:7]1[CH:8]=[C:9]2[C:13](=[CH:14][CH:15]=1)[C:12](=[O:16])[CH2:11][CH2:10]2.C(=O)(O)[O-].[Na+]. (6) Given the product [F:1][C:2]([F:12])([F:13])[C:3]1[CH:4]=[CH:5][C:6]2[CH:7]3[O:18][CH:8]3[CH2:9][C:10]=2[CH:11]=1, predict the reactants needed to synthesize it. The reactants are: [F:1][C:2]([F:13])([F:12])[C:3]1[CH:11]=[C:10]2[C:6]([CH:7]=[CH:8][CH2:9]2)=[CH:5][CH:4]=1.C([O:18]O)(C)(C)C. (7) Given the product [ClH:3].[Cl:3][C:5]([C:8]1[C:16]2[C:11](=[CH:12][CH:13]=[CH:14][CH:15]=2)[N:10]([C:17]2[C:26]3[C:21](=[CH:22][CH:23]=[C:24]([O:27][CH3:28])[CH:25]=3)[N:20]=[CH:19][CH:18]=2)[CH:9]=1)=[O:6], predict the reactants needed to synthesize it. The reactants are: S(Cl)([Cl:3])=O.[C:5]([C:8]1[C:16]2[C:11](=[CH:12][CH:13]=[CH:14][CH:15]=2)[N:10]([C:17]2[C:26]3[C:21](=[CH:22][CH:23]=[C:24]([O:27][CH3:28])[CH:25]=3)[N:20]=[CH:19][CH:18]=2)[CH:9]=1)(O)=[O:6].